Dataset: CYP3A4 inhibition data for predicting drug metabolism from PubChem BioAssay. Task: Regression/Classification. Given a drug SMILES string, predict its absorption, distribution, metabolism, or excretion properties. Task type varies by dataset: regression for continuous measurements (e.g., permeability, clearance, half-life) or binary classification for categorical outcomes (e.g., BBB penetration, CYP inhibition). Dataset: cyp3a4_veith. (1) The molecule is COc1ccc2c(c1)CCc1c(C(=O)N3CCCCCC3)noc1-2. The result is 1 (inhibitor). (2) The drug is C=CC[C@@H]1C=C[C@@H](O/N=C(/C)CCC(=O)OC[C@@H]2O[C@H](C#Cc3ccccc3)C=C[C@@H]2Oc2ccc(C)cc2)[C@@H](CO)O1. The result is 1 (inhibitor). (3) The molecule is COC(=O)C1CC1C(NC(=O)[C@H]1CCCCN1)c1ccccc1. The result is 1 (inhibitor). (4) The drug is CC(=O)Nc1ccc([N+](=O)[O-])cn1. The result is 0 (non-inhibitor).